Dataset: Forward reaction prediction with 1.9M reactions from USPTO patents (1976-2016). Task: Predict the product of the given reaction. Given the reactants [CH3:1][C:2]1([CH3:21])[O:6][CH:5]([CH2:7][O:8][C:9]2[C:18]([CH3:19])=[CH:17][C:12]([C:13]([NH:15][OH:16])=[NH:14])=[CH:11][C:10]=2[CH3:20])[CH2:4][O:3]1.[CH2:22](C1C=C(C=C(C)C=1O)C#N)C, predict the reaction product. The product is: [CH3:1][C:2]1([CH3:21])[O:6][C@@H:5]([CH2:7][O:8][C:9]2[C:10]([CH3:20])=[CH:11][C:12]([C:13]([NH:15][OH:16])=[NH:14])=[CH:17][C:18]=2[CH2:19][CH3:22])[CH2:4][O:3]1.